The task is: Predict the reactants needed to synthesize the given product.. This data is from Full USPTO retrosynthesis dataset with 1.9M reactions from patents (1976-2016). (1) The reactants are: [F:1][C:2]1[CH:3]=[CH:4][C:5]2[S:9][CH:8]=[N:7][C:6]=2[CH:10]=1.I[C:12]1[C:13]([NH:22][C@@H:23]2[CH2:28][CH2:27][CH2:26][N:25]([C:29]([O:31][C:32]([CH3:35])([CH3:34])[CH3:33])=[O:30])[CH2:24]2)=[N:14][C:15]([S:20][CH3:21])=[N:16][C:17]=1[O:18][CH3:19].C([O-])([O-])=O.[Cs+].[Cs+]. Given the product [F:1][C:2]1[CH:3]=[CH:4][C:5]2[S:9][C:8]([C:12]3[C:13]([NH:22][C@@H:23]4[CH2:28][CH2:27][CH2:26][N:25]([C:29]([O:31][C:32]([CH3:35])([CH3:34])[CH3:33])=[O:30])[CH2:24]4)=[N:14][C:15]([S:20][CH3:21])=[N:16][C:17]=3[O:18][CH3:19])=[N:7][C:6]=2[CH:10]=1, predict the reactants needed to synthesize it. (2) Given the product [Cl:32][C:6]1[CH:5]=[C:4]([CH2:3][OH:2])[CH:9]=[C:8]([Cl:10])[C:7]=1[NH:11][C:12]1[S:13][C:14]2[N:15]=[CH:16][N:17]=[C:18]([NH:21][C:22]3[CH:27]=[CH:26][C:25]([C:28]([F:29])([F:31])[F:30])=[CH:24][CH:23]=3)[C:19]=2[N:20]=1, predict the reactants needed to synthesize it. The reactants are: C[O:2][C:3](=O)[C:4]1[CH:9]=[C:8]([Cl:10])[C:7]([NH:11][C:12]2[S:13][C:14]3[N:15]=[CH:16][N:17]=[C:18]([NH:21][C:22]4[CH:27]=[CH:26][C:25]([C:28]([F:31])([F:30])[F:29])=[CH:24][CH:23]=4)[C:19]=3[N:20]=2)=[C:6]([Cl:32])[CH:5]=1.[H-].C([Al+]CC(C)C)C(C)C. (3) Given the product [NH2:1][C:2]1[C:10]2[C:5](=[C:6]([C:24]3[CH:29]=[CH:28][N:27]=[C:26]([C:30](=[CH:35][CH:36]4[CH2:38][CH2:37]4)[C:31]#[N:32])[CH:25]=3)[N:7]=[CH:8][C:9]=2[C:11]2[CH:12]=[CH:13][C:14]([O:17][C:18]3[CH:19]=[CH:20][CH:21]=[CH:22][CH:23]=3)=[CH:15][CH:16]=2)[NH:4][N:3]=1, predict the reactants needed to synthesize it. The reactants are: [NH2:1][C:2]1[C:10]2[C:5](=[C:6]([C:24]3[CH:29]=[CH:28][N:27]=[C:26]([CH2:30][C:31]#[N:32])[CH:25]=3)[N:7]=[CH:8][C:9]=2[C:11]2[CH:16]=[CH:15][C:14]([O:17][C:18]3[CH:23]=[CH:22][CH:21]=[CH:20][CH:19]=3)=[CH:13][CH:12]=2)[NH:4][N:3]=1.N1[CH2:38][CH2:37][CH2:36][CH2:35]C1.CC(O)=O.